This data is from Catalyst prediction with 721,799 reactions and 888 catalyst types from USPTO. The task is: Predict which catalyst facilitates the given reaction. (1) Product: [C:1]([O:5][C:6]([N:8]1[CH2:12][C@H:11]([F:13])[C@@H:10]([O:14][CH3:15])[C@H:9]1[C:16](=[O:18])[NH:41][CH2:40][C:39]([F:38])=[C:42]([CH3:44])[CH3:43])=[O:7])([CH3:2])([CH3:3])[CH3:4]. Reactant: [C:1]([O:5][C:6]([N:8]1[CH2:12][C@H:11]([F:13])[C@@H:10]([O:14][CH3:15])[C@H:9]1[C:16]([OH:18])=O)=[O:7])([CH3:4])([CH3:3])[CH3:2].C(OC(N1C[C@@H](OC)[C@H](F)[C@H]1C(O)=O)=O)(C)(C)C.Cl.[F:38][C:39](=[C:42]([CH3:44])[CH3:43])[CH2:40][NH2:41].C(P1(=O)OP(CCC)(=O)OP(CCC)(=O)O1)CC.CCN(C(C)C)C(C)C. The catalyst class is: 2. (2) Reactant: O[CH2:2][C:3]1[CH:22]=[CH:21][C:6](/[CH:7]=[CH:8]/[C@@H:9]2[CH2:13][CH2:12][CH2:11][N:10]2[C:14]([O:16][C:17]([CH3:20])([CH3:19])[CH3:18])=[O:15])=[CH:5][CH:4]=1.C1(P(C2C=CC=CC=2)C2C=CC=CC=2)C=CC=CC=1.C(Br)(Br)(Br)[Br:43]. Product: [Br:43][CH2:2][C:3]1[CH:22]=[CH:21][C:6](/[CH:7]=[CH:8]/[C@@H:9]2[CH2:13][CH2:12][CH2:11][N:10]2[C:14]([O:16][C:17]([CH3:20])([CH3:19])[CH3:18])=[O:15])=[CH:5][CH:4]=1. The catalyst class is: 1. (3) Reactant: [Cl:1][C:2]1[CH:3]=[C:4]([CH:9]([CH2:13][CH:14]2[CH2:19][CH2:18][O:17][CH2:16][CH2:15]2)[C:10]([OH:12])=O)[CH:5]=[CH:6][C:7]=1[Cl:8].C(Cl)(=O)C(Cl)=O.[NH2:26][C:27]1[CH:31]=[CH:30][N:29]([CH2:32][C:33]([CH3:36])([OH:35])[CH3:34])[N:28]=1.N1C(C)=CC=CC=1C. Product: [Cl:1][C:2]1[CH:3]=[C:4]([CH:9]([CH2:13][CH:14]2[CH2:19][CH2:18][O:17][CH2:16][CH2:15]2)[C:10]([NH:26][C:27]2[CH:31]=[CH:30][N:29]([CH2:32][C:33]([OH:35])([CH3:34])[CH3:36])[N:28]=2)=[O:12])[CH:5]=[CH:6][C:7]=1[Cl:8]. The catalyst class is: 2. (4) Reactant: [CH2:1]([O:3][C:4]([C:6]1[NH:7][N:8]=[C:9]([C:11]([C:24]2[CH:29]=[CH:28][CH:27]=[CH:26][CH:25]=2)([C:18]2[CH:23]=[CH:22][CH:21]=[CH:20][CH:19]=2)[O:12][SiH2:13][C:14]([CH3:17])([CH3:16])[CH3:15])[CH:10]=1)=[O:5])[CH3:2].Br[CH2:31][C:32]([NH:34][C:35]1[CH:40]=[CH:39][C:38]([Cl:41])=[CH:37][N:36]=1)=[O:33].O. Product: [CH2:1]([O:3][C:4]([C:6]1[CH:10]=[C:9]([C:11]([C:24]2[CH:25]=[CH:26][CH:27]=[CH:28][CH:29]=2)([C:18]2[CH:23]=[CH:22][CH:21]=[CH:20][CH:19]=2)[O:12][SiH2:13][C:14]([CH3:17])([CH3:15])[CH3:16])[N:8]([CH2:31][C:32](=[O:33])[NH:34][C:35]2[CH:40]=[CH:39][C:38]([Cl:41])=[CH:37][N:36]=2)[N:7]=1)=[O:5])[CH3:2]. The catalyst class is: 3. (5) Reactant: [CH:1]1([N:5]([C:22]2[CH:27]=[CH:26][CH:25]=[C:24]([F:28])[CH:23]=2)[S:6]([C:9]2[CH:14]=[CH:13][C:12]([O:15][CH:16]3[CH2:21][CH2:20][NH:19][CH2:18][CH2:17]3)=[CH:11][CH:10]=2)(=[O:8])=[O:7])[CH2:4][CH2:3][CH2:2]1.CCN(C(C)C)C(C)C.[CH3:38][S:39](Cl)(=[O:41])=[O:40].O. Product: [CH:1]1([N:5]([C:22]2[CH:27]=[CH:26][CH:25]=[C:24]([F:28])[CH:23]=2)[S:6]([C:9]2[CH:14]=[CH:13][C:12]([O:15][CH:16]3[CH2:17][CH2:18][N:19]([S:39]([CH3:38])(=[O:41])=[O:40])[CH2:20][CH2:21]3)=[CH:11][CH:10]=2)(=[O:8])=[O:7])[CH2:4][CH2:3][CH2:2]1. The catalyst class is: 2. (6) Reactant: CCN(C(C)C)C(C)C.[OH:10][C:11]1[CH:16]=[CH:15][C:14]([N:17]2[CH2:22][CH2:21][NH:20][CH2:19][CH2:18]2)=[CH:13][CH:12]=1.Cl[C:24]1[CH:25]=[CH:26][C:27]2[N:28]([C:30]([C:33]([F:36])([F:35])[F:34])=[N:31][N:32]=2)[N:29]=1. Product: [F:35][C:33]([F:34])([F:36])[C:30]1[N:28]2[N:29]=[C:24]([N:20]3[CH2:21][CH2:22][N:17]([C:14]4[CH:13]=[CH:12][C:11]([OH:10])=[CH:16][CH:15]=4)[CH2:18][CH2:19]3)[CH:25]=[CH:26][C:27]2=[N:32][N:31]=1. The catalyst class is: 3.